Dataset: Reaction yield outcomes from USPTO patents with 853,638 reactions. Task: Predict the reaction yield, written as a fraction of the theoretical maximum amount of product (1.0 means a 100% yield; for example, 0.34 means a 34% yield). (1) The reactants are [C:1]([O:5][C:6]([NH:8][C@@H:9]([CH2:14][CH:15]1[CH2:20][CH2:19][C:18]([F:22])([F:21])[CH2:17][CH2:16]1)[C:10](OC)=[O:11])=[O:7])([CH3:4])([CH3:3])[CH3:2].[BH4-].[Na+]. The catalyst is C(O)C. The product is [F:21][C:18]1([F:22])[CH2:17][CH2:16][CH:15]([CH2:14][C@H:9]([NH:8][C:6](=[O:7])[O:5][C:1]([CH3:2])([CH3:4])[CH3:3])[CH2:10][OH:11])[CH2:20][CH2:19]1. The yield is 0.990. (2) The reactants are Br[C:2]1[O:6][C:5]([CH2:7][N:8]2[C:16]3[C:11](=[CH:12][CH:13]=[CH:14][CH:15]=3)[C:10]3([C:20]4=[CH:21][C:22]5[O:26][CH2:25][O:24][C:23]=5[CH:27]=[C:19]4[O:18][CH2:17]3)[C:9]2=[O:28])=[CH:4][CH:3]=1.[CH3:29][S:30]([O-:32])=[O:31].[Na+].N1CCC[C@H]1C(O)=O. The yield is 0.710. The product is [CH3:29][S:30]([C:2]1[O:6][C:5]([CH2:7][N:8]2[C:16]3[C:11](=[CH:12][CH:13]=[CH:14][CH:15]=3)[C:10]3([C:20]4=[CH:21][C:22]5[O:26][CH2:25][O:24][C:23]=5[CH:27]=[C:19]4[O:18][CH2:17]3)[C:9]2=[O:28])=[CH:4][CH:3]=1)(=[O:32])=[O:31]. The catalyst is [Cu]I.CS(C)=O. (3) The reactants are [Cl:1][C:2]1[CH:27]=[CH:26][C:5]([CH2:6][NH:7][C:8]([C:10]2[C:11](=[O:25])[C:12]3[CH:13]=[C:14](I)[CH:15]=[C:16]4[C:21]=3[N:20]([CH:22]=2)[N:19]([CH3:23])[CH2:18][CH2:17]4)=[O:9])=[CH:4][CH:3]=1.[CH2:28]([OH:31])[C:29]#[CH:30].C(NCC)C. No catalyst specified. The product is [Cl:1][C:2]1[CH:27]=[CH:26][C:5]([CH2:6][NH:7][C:8]([C:10]2[C:11](=[O:25])[C:12]3[CH:13]=[C:14]([C:30]#[C:29][CH2:28][OH:31])[CH:15]=[C:16]4[C:21]=3[N:20]([CH:22]=2)[N:19]([CH3:23])[CH2:18][CH2:17]4)=[O:9])=[CH:4][CH:3]=1. The yield is 0.740. (4) The reactants are BrCCBr.Cl[Si](C)(C)C.[CH3:10][C:11]([O:14][C:15]([NH:17][C@@H:18]([CH2:28]I)[CH2:19][CH2:20][C:21]([O:23][C:24]([CH3:27])([CH3:26])[CH3:25])=[O:22])=[O:16])([CH3:13])[CH3:12].C1(C)C=CC=CC=1P(C1C=CC=CC=1C)C1C=CC=CC=1C.I[C:53]1[CH:58]=[CH:57][C:56]([C:59]2[N:60]=[C:61]3[C:66]([CH3:67])=[CH:65][CH:64]=[CH:63][N:62]3[CH:68]=2)=[CH:55][CH:54]=1. The catalyst is CN(C=O)C.CCOC(C)=O.[Zn].C1C=CC(/C=C/C(/C=C/C2C=CC=CC=2)=O)=CC=1.C1C=CC(/C=C/C(/C=C/C2C=CC=CC=2)=O)=CC=1.C1C=CC(/C=C/C(/C=C/C2C=CC=CC=2)=O)=CC=1.[Pd].[Pd]. The product is [CH3:10][C:11]([O:14][C:15]([NH:17][C@@H:18]([CH2:28][C:53]1[CH:58]=[CH:57][C:56]([C:59]2[N:60]=[C:61]3[C:66]([CH3:67])=[CH:65][CH:64]=[CH:63][N:62]3[CH:68]=2)=[CH:55][CH:54]=1)[CH2:19][CH2:20][C:21]([O:23][C:24]([CH3:27])([CH3:26])[CH3:25])=[O:22])=[O:16])([CH3:13])[CH3:12]. The yield is 0.900. (5) The reactants are [CH3:1][O:2][C:3]1[CH:9]=[CH:8][C:6]([NH2:7])=[CH:5][CH:4]=1.C([O:12][CH:13]=[C:14]([C:20](OCC)=O)[C:15]([O:17][CH2:18][CH3:19])=[O:16])C.C(O)C. The catalyst is C1C=CC(C2C=CC=CC=2)=CC=1.C1C=CC(OC2C=CC=CC=2)=CC=1. The product is [CH2:18]([O:17][C:15]([C:14]1[CH:20]=[N:7][C:6]2[C:8]([C:13]=1[OH:12])=[CH:9][C:3]([O:2][CH3:1])=[CH:4][CH:5]=2)=[O:16])[CH3:19]. The yield is 0.780.